This data is from Catalyst prediction with 721,799 reactions and 888 catalyst types from USPTO. The task is: Predict which catalyst facilitates the given reaction. (1) Reactant: [O:1]1[CH:5]=[CH:4][CH:3]=[C:2]1[C:6]1[CH:17]=[C:16]([CH3:18])[CH:15]=[C:14]([CH3:19])[C:7]=1[O:8][CH2:9][C:10](OC)=[O:11].[NH2:20][NH2:21]. Product: [O:1]1[CH:5]=[CH:4][CH:3]=[C:2]1[C:6]1[CH:17]=[C:16]([CH3:18])[CH:15]=[C:14]([CH3:19])[C:7]=1[O:8][CH2:9][C:10]([NH:20][NH2:21])=[O:11]. The catalyst class is: 14. (2) Reactant: [O-]P([O-])([O-])=O.[K+].[K+].[K+].Br[C:10]1[CH:11]=[C:12]([C:25]([F:28])([F:27])[F:26])[C:13]2[N:14]([C:16]([CH:23]=[O:24])=[C:17]([C:19]([O:21]C)=[O:20])[N:18]=2)[CH:15]=1.[O:29]1[CH:33]=[CH:32][C:31](B(O)O)=[CH:30]1. Product: [CH:23]([C:16]1[N:14]2[CH:15]=[C:10]([C:31]3[CH:32]=[CH:33][O:29][CH:30]=3)[CH:11]=[C:12]([C:25]([F:28])([F:27])[F:26])[C:13]2=[N:18][C:17]=1[C:19]([OH:21])=[O:20])=[O:24]. The catalyst class is: 368.